From a dataset of Peptide-MHC class I binding affinity with 185,985 pairs from IEDB/IMGT. Regression. Given a peptide amino acid sequence and an MHC pseudo amino acid sequence, predict their binding affinity value. This is MHC class I binding data. The peptide sequence is YQAGISAAL. The MHC is BoLA-D18.4 with pseudo-sequence BoLA-D18.4. The binding affinity (normalized) is 0.571.